From a dataset of Full USPTO retrosynthesis dataset with 1.9M reactions from patents (1976-2016). Predict the reactants needed to synthesize the given product. The reactants are: [N+:1]([C:4]1[CH:5]=[C:6]2[C:27](=[CH:28][CH:29]=1)[CH2:26][C:8]1([C:16]3[C:11](=[N:12][CH:13]=[CH:14][CH:15]=3)[N:10]([CH2:17][O:18][CH2:19][CH2:20][Si:21]([CH3:24])([CH3:23])[CH3:22])[C:9]1=[O:25])[CH2:7]2)([O-])=O. Given the product [NH2:1][C:4]1[CH:5]=[C:6]2[C:27](=[CH:28][CH:29]=1)[CH2:26][C:8]1([C:16]3[C:11](=[N:12][CH:13]=[CH:14][CH:15]=3)[N:10]([CH2:17][O:18][CH2:19][CH2:20][Si:21]([CH3:22])([CH3:23])[CH3:24])[C:9]1=[O:25])[CH2:7]2, predict the reactants needed to synthesize it.